Dataset: Full USPTO retrosynthesis dataset with 1.9M reactions from patents (1976-2016). Task: Predict the reactants needed to synthesize the given product. (1) Given the product [CH2:21]([N:20]1[C:13]2[N:12]([CH3:30])[C:11](=[O:31])[N:10]([CH2:9][CH2:8][CH2:7][CH2:6][C@@H:5]([OH:4])[CH3:32])[C:15](=[O:16])[C:14]=2[C:17](=[O:29])[CH:18]=[C:19]1[CH3:28])[C:22]1[CH:27]=[CH:26][CH:25]=[CH:24][CH:23]=1, predict the reactants needed to synthesize it. The reactants are: C([O:4][C@@H:5]([CH3:32])[CH2:6][CH2:7][CH2:8][CH2:9][N:10]1[C:15](=[O:16])[C:14]2[C:17](=[O:29])[CH:18]=[C:19]([CH3:28])[N:20]([CH2:21][C:22]3[CH:27]=[CH:26][CH:25]=[CH:24][CH:23]=3)[C:13]=2[N:12]([CH3:30])[C:11]1=[O:31])(=O)C.Cl.C(=O)(O)[O-].[Na+]. (2) Given the product [CH2:1]([N:8]([CH2:27][C:28]1[CH:29]=[CH:30][CH:31]=[CH:32][CH:33]=1)[CH2:9][CH2:10][N:11]1[C:16]2[CH:17]=[C:37]([C:36]([OH:39])=[O:38])[C:19]([F:21])=[CH:20][C:15]=2[O:14][C:13]([CH3:25])([CH3:24])[C:12]1=[O:26])[C:2]1[CH:7]=[CH:6][CH:5]=[CH:4][CH:3]=1, predict the reactants needed to synthesize it. The reactants are: [CH2:1]([N:8]([CH2:27][C:28]1[CH:33]=[CH:32][CH:31]=[CH:30][CH:29]=1)[CH2:9][CH2:10][N:11]1[C:16]2[CH:17]=C(C#N)[C:19]([F:21])=[CH:20][C:15]=2[O:14][C:13]([CH3:25])([CH3:24])[C:12]1=[O:26])[C:2]1[CH:7]=[CH:6][CH:5]=[CH:4][CH:3]=1.Cl.O.[C:36]([OH:39])(=[O:38])[CH3:37]. (3) Given the product [C:5]([C:12]1[C:13]2[O:17][CH2:16][C:15]([CH3:18])([CH3:19])[C:14]=2[CH:20]=[C:10]([Br:9])[CH:11]=1)(=[O:7])[CH3:6], predict the reactants needed to synthesize it. The reactants are: [Cl-].[Al+3].[Cl-].[Cl-].[C:5](Cl)(=[O:7])[CH3:6].[Br:9][C:10]1[CH:11]=[CH:12][C:13]2[O:17][CH2:16][C:15]([CH3:19])([CH3:18])[C:14]=2[CH:20]=1.O.